This data is from Forward reaction prediction with 1.9M reactions from USPTO patents (1976-2016). The task is: Predict the product of the given reaction. (1) Given the reactants [Br:1][C:2]1[CH:6]=[C:5]([C:7](=[O:10])[CH2:8][Br:9])[O:4][N:3]=1.B.C1COCC1, predict the reaction product. The product is: [Br:9][CH2:8][C@@H:7]([C:5]1[O:4][N:3]=[C:2]([Br:1])[CH:6]=1)[OH:10]. (2) Given the reactants [F:1][C:2]1[CH:3]=[C:4]([C:11]2[CH:16]=[CH:15][C:14]([O:17][CH2:18][CH:19]3[CH2:24][CH2:23][N:22]([CH2:25][C:26]([F:29])([CH3:28])[CH3:27])[CH2:21][CH2:20]3)=[C:13]([F:30])[CH:12]=2)[CH:5]=[CH:6][C:7]=1C(O)=O.N1CCC[C@H]1[C:36]([NH2:38])=[O:37].CCN(C(C)C)C(C)C.CCN=C=N[CH2:53][CH2:54][CH2:55][N:56]([CH3:58])[CH3:57].C1C=CC2N([OH:68])N=NC=2C=1, predict the reaction product. The product is: [F:1][C:2]1[CH:7]=[CH:6][CH:5]=[C:4]([C:11]2[CH:16]=[CH:15][C:14]([O:17][CH2:18][CH:19]3[CH2:24][CH2:23][N:22]([CH2:25][C:26]([F:29])([CH3:27])[CH3:28])[CH2:21][CH2:20]3)=[C:13]([F:30])[CH:12]=2)[C:3]=1[C:58]([N:56]1[CH2:55][CH2:54][CH2:53][C@H:57]1[C:36]([NH2:38])=[O:37])=[O:68].